Dataset: Catalyst prediction with 721,799 reactions and 888 catalyst types from USPTO. Task: Predict which catalyst facilitates the given reaction. (1) Reactant: [C:1]([O:4][C@H:5]1[C@H:10]([O:11][C:12](=[O:14])[CH3:13])[C@@H:9]([O:15][C:16](=[O:18])[CH3:17])[C@H:8]([C:19]2[CH:24]=[CH:23][C:22]([Cl:25])=[C:21]([CH2:26][C:27]3[CH:32]=[CH:31][C:30]([OH:33])=[C:29]([N+:34]([O-])=O)[CH:28]=3)[CH:20]=2)[O:7][C@@H:6]1[CH2:37][O:38][C:39](=[O:41])[CH3:40])(=[O:3])[CH3:2]. Product: [C:1]([O:4][C@H:5]1[C@H:10]([O:11][C:12](=[O:14])[CH3:13])[C@@H:9]([O:15][C:16](=[O:18])[CH3:17])[C@H:8]([C:19]2[CH:24]=[CH:23][C:22]([Cl:25])=[C:21]([CH2:26][C:27]3[CH:32]=[CH:31][C:30]([OH:33])=[C:29]([NH2:34])[CH:28]=3)[CH:20]=2)[O:7][C@@H:6]1[CH2:37][O:38][C:39](=[O:41])[CH3:40])(=[O:3])[CH3:2]. The catalyst class is: 180. (2) Reactant: O[CH:2]=[C:3]1[C:11]2[C:6](=[CH:7][C:8]([C:12]([C:14]3[CH:15]=[C:16]([NH:20][C:21]([C:23]4[CH:27]=[C:26]([CH2:28][CH3:29])[N:25]([CH3:30])[N:24]=4)=[O:22])[CH:17]=[CH:18][CH:19]=3)=[O:13])=[CH:9][CH:10]=2)[NH:5][C:4]1=[O:31].C1COCC1.[NH2:37][C:38]1[CH:43]=[CH:42][C:41]([CH2:44][CH2:45][C:46]([OH:48])=[O:47])=[CH:40][CH:39]=1. Product: [CH2:28]([C:26]1[N:25]([CH3:30])[N:24]=[C:23]([C:21]([NH:20][C:16]2[CH:15]=[C:14]([CH:19]=[CH:18][CH:17]=2)[C:12]([C:8]2[CH:7]=[C:6]3[C:11]([C:3](=[CH:2][NH:37][C:38]4[CH:39]=[CH:40][C:41]([CH2:44][CH2:45][C:46]([OH:48])=[O:47])=[CH:42][CH:43]=4)[C:4](=[O:31])[NH:5]3)=[CH:10][CH:9]=2)=[O:13])=[O:22])[CH:27]=1)[CH3:29]. The catalyst class is: 521.